Task: Predict the reactants needed to synthesize the given product.. Dataset: Full USPTO retrosynthesis dataset with 1.9M reactions from patents (1976-2016) (1) Given the product [CH3:15][O:16][C:17]1[CH:18]=[C:19]([CH:23]=[C:24]([O:26][CH3:27])[CH:25]=1)[C:20]([N:10]=[C:8]1[N:7]([CH:29]([CH2:34][CH3:35])[C:30]([OH:32])=[O:31])[C:6]2[CH:11]=[CH:12][C:3]([C:2]([F:1])([F:13])[F:14])=[CH:4][C:5]=2[S:9]1)=[O:21], predict the reactants needed to synthesize it. The reactants are: [F:1][C:2]([F:14])([F:13])[C:3]1[CH:12]=[CH:11][C:6]2[N:7]=[C:8]([NH2:10])[S:9][C:5]=2[CH:4]=1.[CH3:15][O:16][C:17]1[CH:18]=[C:19]([CH:23]=[C:24]([O:26][CH3:27])[CH:25]=1)[C:20](Cl)=[O:21].Br[CH:29]([CH2:34][CH3:35])[C:30]([O:32]C)=[O:31].COC1C=CC2N=C(N)SC=2C=1.ClC1C=C(C=CC=1)C(Cl)=O.BrCC(OCC)=O. (2) Given the product [F:8][C:9]1[CH:18]=[CH:17][C:16]([O:19][CH2:20][CH2:21][CH3:22])=[C:15]2[C:10]=1[C:11](=[O:27])[C:12]([I:7])=[C:13]([C:23]([F:25])([F:26])[F:24])[NH:14]2, predict the reactants needed to synthesize it. The reactants are: C(=O)([O-])[O-].[K+].[K+].[I-:7].[F:8][C:9]1[CH:18]=[CH:17][C:16]([O:19][CH2:20][CH2:21][CH3:22])=[C:15]2[C:10]=1[C:11](=[O:27])[CH:12]=[C:13]([C:23]([F:26])([F:25])[F:24])[NH:14]2.S([O-])([O-])=O.[Na+].[Na+]. (3) Given the product [F:15][C:16]1[CH:26]=[C:25]([NH:27][C:12]([C:6]2[S:7][C:8]([CH:9]([CH3:10])[CH3:11])=[C:4]([CH:1]([CH3:2])[CH3:3])[CH:5]=2)=[O:14])[CH:24]=[C:23]([F:28])[C:17]=1[C:18]([O:20][CH3:21])=[O:19], predict the reactants needed to synthesize it. The reactants are: [CH:1]([C:4]1[CH:5]=[C:6]([C:12]([OH:14])=O)[S:7][C:8]=1[CH:9]([CH3:11])[CH3:10])([CH3:3])[CH3:2].[F:15][C:16]1[CH:26]=[C:25]([NH2:27])[CH:24]=[C:23]([F:28])[C:17]=1[C:18]([O:20][CH2:21]C)=[O:19]. (4) The reactants are: [Cl:1][C:2]1[CH:3]=[C:4]([CH:6]=[CH:7][C:8]=1[N:9]1[CH2:14][CH2:13][CH2:12][CH2:11][N:10]1[CH3:15])[NH2:5].[Br:16][C:17]1[S:21][C:20]([C:22]([NH:24][C:25]([CH3:30])([CH3:29])[C:26](O)=[O:27])=[O:23])=[CH:19][CH:18]=1.CN(C(ON1N=NC2C=CC=NC1=2)=[N+](C)C)C.F[P-](F)(F)(F)(F)F.CN1CCOCC1. Given the product [CH3:30][C:25]([NH:24][C:22]([C:20]1[S:21][C:17]([Br:16])=[CH:18][CH:19]=1)=[O:23])([C:26](=[O:27])[NH:5][C:4]1[CH:6]=[CH:7][C:8]([N:9]2[CH2:14][CH2:13][CH2:12][CH2:11][N:10]2[CH3:15])=[C:2]([Cl:1])[CH:3]=1)[CH3:29], predict the reactants needed to synthesize it.